From a dataset of Full USPTO retrosynthesis dataset with 1.9M reactions from patents (1976-2016). Predict the reactants needed to synthesize the given product. (1) Given the product [F:2][C:3]1[CH:8]=[CH:7][C:6]([N:9]2[C:30]([C:32]3[CH:42]=[CH:41][C:35]4[O:36][CH2:37][C:38](=[O:40])[NH:39][C:34]=4[CH:33]=3)=[CH:29][C:28]([C:27]([F:45])([F:44])[F:26])=[N:10]2)=[C:5]([CH3:11])[CH:4]=1, predict the reactants needed to synthesize it. The reactants are: Cl.[F:2][C:3]1[CH:8]=[CH:7][C:6]([NH:9][NH2:10])=[C:5]([CH3:11])[CH:4]=1.C(N(CC)CC)C.FC(F)(F)C(O)=O.[F:26][C:27]([F:45])([F:44])[C:28](=O)[CH2:29][C:30]([C:32]1[CH:42]=[CH:41][C:35]2[O:36][CH2:37][C:38](=[O:40])[NH:39][C:34]=2[CH:33]=1)=O. (2) Given the product [Br:1][C:2]1[CH:3]=[C:4]([F:9])[C:5]2[N:6]=[C:11]([NH2:12])[S:10][C:7]=2[CH:8]=1, predict the reactants needed to synthesize it. The reactants are: [Br:1][C:2]1[CH:8]=[CH:7][C:5]([NH2:6])=[C:4]([F:9])[CH:3]=1.[S-:10][C:11]#[N:12].[K+].BrBr. (3) Given the product [Cl:1][C:2]1[CH:3]=[N+:4]([O-:27])[CH:5]=[C:6]([Cl:26])[C:7]=1[CH2:8][C@@H:9]([C:11]1[CH:16]=[CH:15][C:14]([O:17][CH:18]([F:20])[F:19])=[C:13]([O:21][CH2:22][CH:23]2[CH2:25][CH2:24]2)[CH:12]=1)[O:10][C:43](=[O:44])[CH2:42][N:39]1[C:40]2[C:36](=[CH:35][CH:34]=[C:33]([F:32])[CH:41]=2)[C:37](=[O:47])[C:38]1=[O:46], predict the reactants needed to synthesize it. The reactants are: [Cl:1][C:2]1[CH:3]=[N+:4]([O-:27])[CH:5]=[C:6]([Cl:26])[C:7]=1[CH2:8][C@@H:9]([C:11]1[CH:16]=[CH:15][C:14]([O:17][CH:18]([F:20])[F:19])=[C:13]([O:21][CH2:22][CH:23]2[CH2:25][CH2:24]2)[CH:12]=1)[OH:10].C(Cl)CCl.[F:32][C:33]1[CH:41]=[C:40]2[C:36]([C:37](=[O:47])[C:38](=[O:46])[N:39]2[CH2:42][C:43](O)=[O:44])=[CH:35][CH:34]=1. (4) Given the product [Si:1]([O:8][C:9]1[CH:10]=[C:11]([CH:15]=[CH:16][CH:17]=1)[C:12]([Cl:20])=[O:13])([C:4]([CH3:7])([CH3:6])[CH3:5])([CH3:3])[CH3:2], predict the reactants needed to synthesize it. The reactants are: [Si:1]([O:8][C:9]1[CH:10]=[C:11]([CH:15]=[CH:16][CH:17]=1)[C:12](O)=[O:13])([C:4]([CH3:7])([CH3:6])[CH3:5])([CH3:3])[CH3:2].S(Cl)([Cl:20])=O. (5) Given the product [Cl:17][C:12]1[CH:13]=[CH:14][CH:15]=[CH:16][C:11]=1[CH:9]1[CH2:8][O:7][C:6]2[CH:18]=[C:2]([C:24]3[N:20]([CH3:19])[N:21]=[C:22]([C:28]([F:31])([F:30])[F:29])[CH:23]=3)[CH:3]=[CH:4][C:5]=2[NH:10]1, predict the reactants needed to synthesize it. The reactants are: Br[C:2]1[CH:3]=[CH:4][C:5]2[NH:10][CH:9]([C:11]3[CH:16]=[CH:15][CH:14]=[CH:13][C:12]=3[Cl:17])[CH2:8][O:7][C:6]=2[CH:18]=1.[CH3:19][N:20]1[C:24](B(O)O)=[CH:23][C:22]([C:28]([F:31])([F:30])[F:29])=[N:21]1.C(=O)([O-])[O-].[K+].[K+].O1CCOCC1.